Predict the product of the given reaction. From a dataset of Forward reaction prediction with 1.9M reactions from USPTO patents (1976-2016). (1) Given the reactants [OH-].[Na+].[Cl:3][C:4]1[CH:5]=[C:6]([C:11]2[CH:16]=[CH:15][C:14]([NH:17][CH2:18][C:19]3[CH:24]=[CH:23][C:22]([F:25])=[CH:21][C:20]=3[C:26]3[CH:27]=[CH:28][C:29]([C:32]([NH:34][CH2:35][CH2:36][C:37]([O:39]CC)=[O:38])=[O:33])=[N:30][CH:31]=3)=[CH:13][C:12]=2[F:42])[CH:7]=[CH:8][C:9]=1[Cl:10], predict the reaction product. The product is: [Cl:3][C:4]1[CH:5]=[C:6]([C:11]2[CH:16]=[CH:15][C:14]([NH:17][CH2:18][C:19]3[CH:24]=[CH:23][C:22]([F:25])=[CH:21][C:20]=3[C:26]3[CH:27]=[CH:28][C:29]([C:32]([NH:34][CH2:35][CH2:36][C:37]([OH:39])=[O:38])=[O:33])=[N:30][CH:31]=3)=[CH:13][C:12]=2[F:42])[CH:7]=[CH:8][C:9]=1[Cl:10]. (2) Given the reactants [CH3:1][O:2][C:3](=[O:20])[C:4]1[C:9](Cl)=[CH:8][N:7]=[C:6]([C:11](=[O:19])[C:12]2[CH:17]=[CH:16][C:15](Br)=[CH:14][CH:13]=2)[CH:5]=1.[C:21]1([OH:27])[CH:26]=[CH:25][CH:24]=[CH:23][CH:22]=1.[Cl:28][C:29]1[CH:35]=[CH:34][C:32]([NH2:33])=[CH:31][CH:30]=1, predict the reaction product. The product is: [CH3:1][O:2][C:3](=[O:20])[C:4]1[C:9]([O:27][C:21]2[CH:26]=[CH:25][CH:24]=[CH:23][CH:22]=2)=[CH:8][N:7]=[C:6]([C:11](=[O:19])[C:12]2[CH:17]=[CH:16][C:15]([NH:33][C:32]3[CH:34]=[CH:35][C:29]([Cl:28])=[CH:30][CH:31]=3)=[CH:14][CH:13]=2)[CH:5]=1. (3) Given the reactants [CH3:1][O:2][C:3]1[CH:8]=[CH:7][C:6]([C:9]2(O)[CH2:15][O:14][CH2:13][CH2:12][O:11][CH2:10]2)=[CH:5][CH:4]=1.C([SiH](CC)CC)C.FC(F)(F)C(O)=O.C([O-])([O-])=O.[K+].[K+], predict the reaction product. The product is: [CH3:1][O:2][C:3]1[CH:8]=[CH:7][C:6]([CH:9]2[CH2:10][O:11][CH2:12][CH2:13][O:14][CH2:15]2)=[CH:5][CH:4]=1. (4) Given the reactants [NH2:1][C:2]1[N:3]=[CH:4][C:5]([C:8]#[C:9][CH2:10][C@H:11]([NH:16][C:17]([O:19][C:20]([CH3:23])([CH3:22])[CH3:21])=[O:18])[C:12]([O:14][CH3:15])=[O:13])=[N:6][CH:7]=1.C([O-])=O.[NH4+], predict the reaction product. The product is: [NH2:1][C:2]1[N:3]=[CH:4][C:5]([CH2:8][CH2:9][CH2:10][C@H:11]([NH:16][C:17]([O:19][C:20]([CH3:23])([CH3:22])[CH3:21])=[O:18])[C:12]([O:14][CH3:15])=[O:13])=[N:6][CH:7]=1. (5) The product is: [CH:1]1([CH2:4][NH:5][C:6]2[N:11]=[C:10]([CH2:12][CH2:13][O:14][C:15]3[CH:37]=[CH:36][C:18]([CH2:19][C@@H:20]([C:32]([OH:34])=[O:33])[NH:21][C:22]([C:24]4[C:25]([Cl:31])=[CH:26][CH:27]=[CH:28][C:29]=4[Cl:30])=[O:23])=[CH:17][CH:16]=3)[CH:9]=[CH:8][CH:7]=2)[CH2:3][CH2:2]1. Given the reactants [CH:1]1([CH2:4][NH:5][C:6]2[N:11]=[C:10]([CH2:12][CH2:13][O:14][C:15]3[CH:37]=[CH:36][C:18]([CH2:19][C@@H:20]([C:32]([O:34]C)=[O:33])[NH:21][C:22]([C:24]4[C:29]([Cl:30])=[CH:28][CH:27]=[CH:26][C:25]=4[Cl:31])=[O:23])=[CH:17][CH:16]=3)[CH:9]=[CH:8][CH:7]=2)[CH2:3][CH2:2]1.[Li+].[OH-], predict the reaction product. (6) Given the reactants F[C:2](F)(F)[C:3]1[NH:7][C:6]([C@@H:8]([NH:10][C:11](=[O:17])[O:12][C:13]([CH3:16])([CH3:15])[CH3:14])[CH3:9])=[N:5][CH:4]=1.[CH3:20][O-:21].[Na+].C[OH:24], predict the reaction product. The product is: [CH3:20][O:21][C:2]([C:3]1[NH:7][C:6]([C@@H:8]([NH:10][C:11]([O:12][C:13]([CH3:16])([CH3:15])[CH3:14])=[O:17])[CH3:9])=[N:5][CH:4]=1)=[O:24]. (7) Given the reactants Cl[C:2]1[CH:3]=[C:4]([CH:41]=[CH:42][C:43]=1[F:44])[C:5]1[C:10]([C:11]2[CH:20]=[CH:19][C:18]3[C:13](=[CH:14][CH:15]=[C:16]([C:21]4[N:25]([CH:26]5[CH2:31][CH2:30][CH2:29][CH2:28][CH2:27]5)[C:24]5[CH:32]=[CH:33][C:34](C(O)=O)=[CH:35][C:23]=5[N:22]=4)[CH:17]=3)[N:12]=2)=[CH:9][C:8]([O:39][CH3:40])=[CH:7][CH:6]=1.C[O:46][C:47](C1C=CC2N(C3CCCCC3)C(C3C=C4C(=CC=3)N=C(C3C=C(OC)C=CC=3Br)C=C4)=NC=2C=1)=[O:48].F[C:84]1C=CC(B(O)O)=C[CH:85]=1, predict the reaction product. The product is: [CH2:84]([C:31]1[C:26]2[N:25]=[C:21]([C:16]3[CH:17]=[C:18]4[C:13](=[CH:14][CH:15]=3)[N:12]=[C:11]([C:10]3[C:5]([C:4]5[CH:3]=[CH:2][C:43]([F:44])=[CH:42][CH:41]=5)=[CH:6][CH:7]=[C:8]([O:39][CH3:40])[CH:9]=3)[CH:20]=[CH:19]4)[N:22]([CH:23]3[CH2:24][CH2:32][CH2:33][CH2:34][CH2:35]3)[C:27]=2[CH:28]=[CH:29][C:30]=1[C:47]([OH:48])=[O:46])[CH3:85]. (8) Given the reactants [Cl:1][C:2]1[CH:3]=[C:4]([C:8]2[O:12][N:11]=[C:10]([C@H:13]3[CH2:17][CH2:16][CH2:15][N:14]3[C:18]3[N:19]([CH3:32])[C:20]([C:23]4[CH:31]=[CH:30][C:26]([C:27]([OH:29])=O)=[CH:25][CH:24]=4)=[N:21][N:22]=3)[CH:9]=2)[CH:5]=[CH:6][CH:7]=1.[NH4+].[Cl-].C([N:37](CC)CC)C.CN1CCOCC1.CN(C(ON1N=NC2C=CC=CC1=2)=[N+](C)C)C.[B-](F)(F)(F)F, predict the reaction product. The product is: [Cl:1][C:2]1[CH:3]=[C:4]([C:8]2[O:12][N:11]=[C:10]([C@H:13]3[CH2:17][CH2:16][CH2:15][N:14]3[C:18]3[N:19]([CH3:32])[C:20]([C:23]4[CH:24]=[CH:25][C:26]([C:27]([NH2:37])=[O:29])=[CH:30][CH:31]=4)=[N:21][N:22]=3)[CH:9]=2)[CH:5]=[CH:6][CH:7]=1. (9) Given the reactants [CH3:1]O.[OH-].[Li+].O.[C:6]([OH:9])(=[O:8])[CH3:7].[CH2:10]1[CH2:14]O[CH2:12][CH2:11]1, predict the reaction product. The product is: [C:6]([OH:9])(=[O:8])[C:7]1[CH:1]=[CH:14][CH:10]=[CH:11][CH:12]=1. (10) Given the reactants [Cl:1][C:2]1[CH:7]=[C:6]([C:8]2[CH:9]=[N:10][N:11](C(OCC)C)[CH:12]=2)[C:5]([C:18]2[CH:23]=[C:22]([F:24])[CH:21]=[C:20]([F:25])[CH:19]=2)=[C:4]([CH:26]([NH2:28])[CH3:27])[CH:3]=1.Br[C:30]1[N:38]=[CH:37][N:36]=[C:35]2[C:31]=1[N:32]=[CH:33][N:34]2C1CCCCO1.C(N(CC)C(C)C)(C)C.Cl.O, predict the reaction product. The product is: [Cl:1][C:2]1[CH:7]=[C:6]([C:8]2[CH:12]=[N:11][NH:10][CH:9]=2)[C:5]([C:18]2[CH:23]=[C:22]([F:24])[CH:21]=[C:20]([F:25])[CH:19]=2)=[C:4]([CH:26]([NH:28][C:30]2[N:38]=[CH:37][N:36]=[C:35]3[C:31]=2[N:32]=[CH:33][NH:34]3)[CH3:27])[CH:3]=1.